Dataset: NCI-60 drug combinations with 297,098 pairs across 59 cell lines. Task: Regression. Given two drug SMILES strings and cell line genomic features, predict the synergy score measuring deviation from expected non-interaction effect. (1) Drug 1: C1=NC2=C(N=C(N=C2N1C3C(C(C(O3)CO)O)O)F)N. Drug 2: CCC1(C2=C(COC1=O)C(=O)N3CC4=CC5=C(C=CC(=C5CN(C)C)O)N=C4C3=C2)O.Cl. Cell line: NCI-H226. Synergy scores: CSS=22.3, Synergy_ZIP=-4.10, Synergy_Bliss=2.89, Synergy_Loewe=-60.0, Synergy_HSA=-0.754. (2) Drug 1: CC(C)NC(=O)C1=CC=C(C=C1)CNNC.Cl. Drug 2: CC(C)CN1C=NC2=C1C3=CC=CC=C3N=C2N. Cell line: CCRF-CEM. Synergy scores: CSS=-3.75, Synergy_ZIP=3.75, Synergy_Bliss=3.77, Synergy_Loewe=-1.34, Synergy_HSA=-1.91. (3) Drug 1: CCCS(=O)(=O)NC1=C(C(=C(C=C1)F)C(=O)C2=CNC3=C2C=C(C=N3)C4=CC=C(C=C4)Cl)F. Drug 2: CCN(CC)CCNC(=O)C1=C(NC(=C1C)C=C2C3=C(C=CC(=C3)F)NC2=O)C. Cell line: NCI/ADR-RES. Synergy scores: CSS=-0.825, Synergy_ZIP=1.58, Synergy_Bliss=0.699, Synergy_Loewe=-0.427, Synergy_HSA=-1.66. (4) Drug 1: CCCCC(=O)OCC(=O)C1(CC(C2=C(C1)C(=C3C(=C2O)C(=O)C4=C(C3=O)C=CC=C4OC)O)OC5CC(C(C(O5)C)O)NC(=O)C(F)(F)F)O. Drug 2: CC(C)NC(=O)C1=CC=C(C=C1)CNNC.Cl. Cell line: OVCAR-8. Synergy scores: CSS=51.6, Synergy_ZIP=7.88, Synergy_Bliss=7.51, Synergy_Loewe=-1.39, Synergy_HSA=8.03. (5) Drug 1: CC1=C2C(C(=O)C3(C(CC4C(C3C(C(C2(C)C)(CC1OC(=O)C(C(C5=CC=CC=C5)NC(=O)OC(C)(C)C)O)O)OC(=O)C6=CC=CC=C6)(CO4)OC(=O)C)OC)C)OC. Drug 2: CC=C1C(=O)NC(C(=O)OC2CC(=O)NC(C(=O)NC(CSSCCC=C2)C(=O)N1)C(C)C)C(C)C. Cell line: SF-268. Synergy scores: CSS=76.2, Synergy_ZIP=6.02, Synergy_Bliss=7.85, Synergy_Loewe=6.83, Synergy_HSA=10.7. (6) Drug 1: CC(C)(C#N)C1=CC(=CC(=C1)CN2C=NC=N2)C(C)(C)C#N. Drug 2: C1CNP(=O)(OC1)N(CCCl)CCCl. Cell line: MDA-MB-435. Synergy scores: CSS=-4.90, Synergy_ZIP=4.83, Synergy_Bliss=3.27, Synergy_Loewe=-4.75, Synergy_HSA=-4.00. (7) Drug 1: C1=NC2=C(N=C(N=C2N1C3C(C(C(O3)CO)O)O)F)N. Drug 2: CN1C2=C(C=C(C=C2)N(CCCl)CCCl)N=C1CCCC(=O)O.Cl. Cell line: UACC-257. Synergy scores: CSS=-0.712, Synergy_ZIP=0.833, Synergy_Bliss=-0.224, Synergy_Loewe=-1.78, Synergy_HSA=-1.55. (8) Drug 1: C1CC(=O)NC(=O)C1N2CC3=C(C2=O)C=CC=C3N. Drug 2: C1CNP(=O)(OC1)N(CCCl)CCCl. Cell line: TK-10. Synergy scores: CSS=4.22, Synergy_ZIP=-0.425, Synergy_Bliss=2.78, Synergy_Loewe=3.21, Synergy_HSA=3.24. (9) Drug 1: CC12CCC(CC1=CCC3C2CCC4(C3CC=C4C5=CN=CC=C5)C)O. Drug 2: COC1=C(C=C2C(=C1)N=CN=C2NC3=CC(=C(C=C3)F)Cl)OCCCN4CCOCC4. Cell line: UO-31. Synergy scores: CSS=33.4, Synergy_ZIP=4.17, Synergy_Bliss=11.9, Synergy_Loewe=15.5, Synergy_HSA=16.8.